From a dataset of Catalyst prediction with 721,799 reactions and 888 catalyst types from USPTO. Predict which catalyst facilitates the given reaction. Reactant: FC(F)(F)S(O[C:7]1[CH:20]=[C:19]2[C:10]([O:11][C:12]3[CH:13]=[CH:14][C:15]([N:26]4[CH2:31][CH2:30][O:29][C:28]([CH3:33])([CH3:32])[CH2:27]4)=[CH:16][C:17]=3[C@@:18]32[CH2:24][O:23][C:22]([NH2:25])=[N:21]3)=[CH:9][CH:8]=1)(=O)=O.[F:36][C:37]1[C:42](B(O)O)=[CH:41][CH:40]=[CH:39][N:38]=1.CN(C=O)C.C(=O)([O-])[O-].[Na+].[Na+]. Product: [CH3:32][C:28]1([CH3:33])[CH2:27][N:26]([C:15]2[CH:14]=[CH:13][C:12]3[O:11][C:10]4[C:19](=[CH:20][C:7]([C:42]5[C:37]([F:36])=[N:38][CH:39]=[CH:40][CH:41]=5)=[CH:8][CH:9]=4)[C@@:18]4([CH2:24][O:23][C:22]([NH2:25])=[N:21]4)[C:17]=3[CH:16]=2)[CH2:31][CH2:30][O:29]1. The catalyst class is: 257.